Dataset: NCI-60 drug combinations with 297,098 pairs across 59 cell lines. Task: Regression. Given two drug SMILES strings and cell line genomic features, predict the synergy score measuring deviation from expected non-interaction effect. Drug 1: CCC1=C2CN3C(=CC4=C(C3=O)COC(=O)C4(CC)O)C2=NC5=C1C=C(C=C5)O. Drug 2: C1=NNC2=C1C(=O)NC=N2. Cell line: SF-268. Synergy scores: CSS=45.4, Synergy_ZIP=0.447, Synergy_Bliss=1.83, Synergy_Loewe=-72.7, Synergy_HSA=2.21.